From a dataset of Catalyst prediction with 721,799 reactions and 888 catalyst types from USPTO. Predict which catalyst facilitates the given reaction. Reactant: [C:1]([C:4]1[S:5][CH:6]=[CH:7][C:8]=1[N:9]([C:16](=O)[CH2:17][CH2:18][C:19]1[CH:24]=[CH:23][CH:22]=[C:21]([F:25])[C:20]=1[F:26])[CH2:10][C:11]([O:13][CH2:14][CH3:15])=[O:12])(=[O:3])[NH2:2].[H-].[Na+].Cl. Product: [F:26][C:20]1[C:21]([F:25])=[CH:22][CH:23]=[CH:24][C:19]=1[CH2:18][CH2:17][C:16]1[N:9]([CH2:10][C:11]([O:13][CH2:14][CH3:15])=[O:12])[C:8]2[CH:7]=[CH:6][S:5][C:4]=2[C:1](=[O:3])[N:2]=1. The catalyst class is: 215.